From a dataset of Full USPTO retrosynthesis dataset with 1.9M reactions from patents (1976-2016). Predict the reactants needed to synthesize the given product. (1) The reactants are: [O:1]1[C:5]2([CH2:10][CH2:9][C:8](=O)[CH2:7][CH2:6]2)[O:4][CH2:3][CH2:2]1.[CH3:12][NH:13][CH3:14].[C-]#N.[K+].Cl.[CH3:19][NH:20]C. Given the product [CH3:12][N:13]([CH3:14])[C:8]1([C:19]#[N:20])[CH2:9][CH2:10][C:5]2([O:4][CH2:3][CH2:2][O:1]2)[CH2:6][CH2:7]1, predict the reactants needed to synthesize it. (2) Given the product [Cl:63][C:64]1[CH:70]=[CH:69][C:67]([NH:68][C:30]([CH:20]2[NH:19][CH:18]([CH2:33][C:34]([CH3:37])([CH3:36])[CH3:35])[C:17]3([C:12]4[C:13](=[CH:14][C:9]([Cl:8])=[CH:10][CH:11]=4)[NH:15][C:16]3=[O:38])[CH:21]2[C:22]2[CH:27]=[CH:26][CH:25]=[C:24]([Cl:28])[C:23]=2[F:29])=[O:32])=[CH:66][CH:65]=1, predict the reactants needed to synthesize it. The reactants are: FC(F)(F)C(O)=O.[Cl:8][C:9]1[CH:14]=[C:13]2[NH:15][C:16](=[O:38])[C:17]3([CH:21]([C:22]4[CH:27]=[CH:26][CH:25]=[C:24]([Cl:28])[C:23]=4[F:29])[CH:20]([C:30]([OH:32])=O)[NH:19][CH:18]3[CH2:33][C:34]([CH3:37])([CH3:36])[CH3:35])[C:12]2=[CH:11][CH:10]=1.C(N(C(C)C)CC)(C)C.C1(P(Cl)(C2C=CC=CC=2)=O)C=CC=CC=1.[Cl:63][C:64]1[CH:70]=[CH:69][C:67]([NH2:68])=[CH:66][CH:65]=1. (3) Given the product [C:1]([O:5][C:6]([N:8]1[CH2:20][C@@H:19]([CH3:21])[N:18]2[C@H:10]([CH2:11][C:12]3[C:17]2=[N:16][C:15]([CH2:22][O:23][CH2:24][CH2:25][OH:26])=[CH:14][CH:13]=3)[CH2:9]1)=[O:7])([CH3:4])([CH3:3])[CH3:2], predict the reactants needed to synthesize it. The reactants are: [C:1]([O:5][C:6]([N:8]1[CH2:20][C@@H:19]([CH3:21])[N:18]2[C@H:10]([CH2:11][C:12]3[C:17]2=[N:16][C:15]([CH2:22][O:23][CH2:24][CH2:25][O:26]C2CCCCO2)=[CH:14][CH:13]=3)[CH2:9]1)=[O:7])([CH3:4])([CH3:3])[CH3:2].C1(C)C=CC(S(O)(=O)=O)=CC=1. (4) Given the product [O:1]1[C:5]2[CH:6]=[CH:7][CH:8]=[CH:9][C:4]=2[N:3]=[C:2]1[NH:10][C:11]1[CH:16]=[CH:15][C:14]([N:17]2[C:27](=[O:28])[NH:24][C:23]3[C:18]2=[N:19][CH:20]=[N:21][CH:22]=3)=[CH:13][CH:12]=1, predict the reactants needed to synthesize it. The reactants are: [O:1]1[C:5]2[CH:6]=[CH:7][CH:8]=[CH:9][C:4]=2[N:3]=[C:2]1[NH:10][C:11]1[CH:16]=[CH:15][C:14]([NH:17][C:18]2[C:23]([NH2:24])=[CH:22][N:21]=[CH:20][N:19]=2)=[CH:13][CH:12]=1.C1C(=O)N(OC(ON2C(=O)CCC2=O)=O)[C:27](=[O:28])C1. (5) Given the product [CH2:32]([O:31][C@@H:11]1[C@@H:12]([O:23][CH2:24][C:25]2[CH:30]=[CH:29][CH:28]=[CH:27][CH:26]=2)[C@@H:13]2[N:14]([CH:18]3[CH2:21][O:22][C:41]([CH3:43])([CH3:42])[O:20][CH2:19]3)[O:15][CH2:16][C@@H:17]2[C@H:10]1[OH:9])[C:33]1[CH:38]=[CH:37][CH:36]=[CH:35][CH:34]=1, predict the reactants needed to synthesize it. The reactants are: C([O:9][C@@H:10]1[C@@H:17]2[C@@H:13]([N:14]([CH:18]([CH2:21][OH:22])[CH2:19][OH:20])[O:15][CH2:16]2)[C@H:12]([O:23][CH2:24][C:25]2[CH:30]=[CH:29][CH:28]=[CH:27][CH:26]=2)[C@@H:11]1[O:31][CH2:32][C:33]1[CH:38]=[CH:37][CH:36]=[CH:35][CH:34]=1)(=O)C1C=CC=CC=1.CO[C:41](OC)([CH3:43])[CH3:42].O.C1(C)C=CC(S(O)(=O)=O)=CC=1.C(=O)([O-])O.[Na+].C[O-].[Na+].[Cl-].[NH4+]. (6) Given the product [Cl:15][C:8]1[N:6]2[CH:7]=[C:2]([CH:26]3[CH:27]=[CH:28][CH2:29][O:25]3)[CH:3]=[C:4]([C:16]([F:19])([F:18])[F:17])[C:5]2=[N:10][C:9]=1[C:11]([O:13][CH3:14])=[O:12], predict the reactants needed to synthesize it. The reactants are: Br[C:2]1[CH:3]=[C:4]([C:16]([F:19])([F:18])[F:17])[C:5]2[N:6]([C:8]([Cl:15])=[C:9]([C:11]([O:13][CH3:14])=[O:12])[N:10]=2)[CH:7]=1.C([O-])(=O)C.[K+].[O:25]1[CH:29]=[CH:28][CH2:27][CH2:26]1. (7) Given the product [CH2:1]([O:8][C:9]1[CH:10]=[CH:11][C:12]([N:15]2[CH2:20][CH2:19][N:18]([C:21](=[O:33])[CH2:22][NH:23][C:24]([C:25]3[CH:26]=[C:27]([CH:28]=[CH:29][CH:30]=3)[O:31][CH2:52][CH2:51][O:50][S:40]([C:43]3[CH:49]=[CH:48][C:46]([CH3:47])=[CH:45][CH:44]=3)(=[O:42])=[O:41])=[O:32])[CH2:17][CH2:16]2)=[CH:13][CH:14]=1)[C:2]1[CH:7]=[CH:6][CH:5]=[CH:4][CH:3]=1, predict the reactants needed to synthesize it. The reactants are: [CH2:1]([O:8][C:9]1[CH:14]=[CH:13][C:12]([N:15]2[CH2:20][CH2:19][N:18]([C:21](=[O:33])[CH2:22][NH:23][C:24](=[O:32])[C:25]3[CH:30]=[CH:29][CH:28]=[C:27]([OH:31])[CH:26]=3)[CH2:17][CH2:16]2)=[CH:11][CH:10]=1)[C:2]1[CH:7]=[CH:6][CH:5]=[CH:4][CH:3]=1.C(=O)([O-])[O-].[K+].[K+].[S:40]([O:50][CH2:51][CH2:52]OS(C1C=CC(C)=CC=1)(=O)=O)([C:43]1[CH:49]=[CH:48][C:46]([CH3:47])=[CH:45][CH:44]=1)(=[O:42])=[O:41].